From a dataset of hERG Central: cardiac toxicity at 1µM, 10µM, and general inhibition. Predict hERG channel inhibition at various concentrations. (1) The drug is CCOc1ccc(N2CC(C(=O)Nc3cc(Cl)ccc3-n3cncn3)CC2=O)cc1. Results: hERG_inhib (hERG inhibition (general)): blocker. (2) The drug is COc1ccc(CN2C3CCCC2CC(NC(=O)/C=C/c2ccccc2)C3)cc1. Results: hERG_inhib (hERG inhibition (general)): blocker.